The task is: Predict the reactants needed to synthesize the given product.. This data is from Full USPTO retrosynthesis dataset with 1.9M reactions from patents (1976-2016). (1) Given the product [CH3:18][C:3]1[C:2]([B:31]2[O:35][C:34]([CH3:37])([CH3:36])[C:33]([CH3:39])([CH3:38])[O:32]2)=[CH:6][N:5]([C@H:7]2[CH2:12][CH2:11][C@H:10]([C:13]([O:15][CH2:16][CH3:17])=[O:14])[CH2:9][CH2:8]2)[N:4]=1, predict the reactants needed to synthesize it. The reactants are: I[C:2]1[C:3]([CH3:18])=[N:4][N:5]([C@H:7]2[CH2:12][CH2:11][C@H:10]([C:13]([O:15][CH2:16][CH3:17])=[O:14])[CH2:9][CH2:8]2)[CH:6]=1.C1COCC1.C([Mg]Cl)(C)C.CO[B:31]1[O:35][C:34]([CH3:37])([CH3:36])[C:33]([CH3:39])([CH3:38])[O:32]1. (2) Given the product [NH2:1][C:4]1[C:13]2[C:8](=[CH:9][CH:10]=[CH:11][CH:12]=2)[CH:7]=[CH:6][CH:5]=1, predict the reactants needed to synthesize it. The reactants are: [N+:1]([C:4]1[C:13]2[C:8](=[CH:9][CH:10]=[CH:11][CH:12]=2)[CH:7]=[CH:6][CH:5]=1)([O-])=O.O. (3) Given the product [OH:70][C@@H:1]([C:3]1[CH:4]=[C:5]([CH:8]=[C:9]([F:11])[CH:10]=1)[C:6]#[N:7])[CH2:2][OH:33], predict the reactants needed to synthesize it. The reactants are: [CH:1]([C:3]1[CH:4]=[C:5]([CH:8]=[C:9]([F:11])[CH:10]=1)[C:6]#[N:7])=[CH2:2].CC[C@H]1[C@H]2C[C@H]([C@H](OC3C4C(=CC=CC=4)C(O[C@H](C4C=CN=C5C=4C=C(OC)C=C5)[C@@H]4N5C[C@H](CC)[C@@H](CC5)C4)=NN=3)C3C=CN=C4C=3C=C([O:33]C)C=C4)N(CC2)C1.[OH2:70].CC(O)(C)C. (4) Given the product [CH2:12]([N:19]1[C:23]2[N:24]=[C:25]([NH:1][C:2]3[CH:9]=[CH:8][C:5]([C:6]#[N:7])=[CH:4][CH:3]=3)[N:26]=[C:27]([O:28][C:29]3[C:30]([CH3:37])=[CH:31][C:32]([CH3:36])=[CH:33][C:34]=3[CH3:35])[C:22]=2[CH:21]=[CH:20]1)[C:13]1[CH:18]=[CH:17][CH:16]=[CH:15][CH:14]=1, predict the reactants needed to synthesize it. The reactants are: [NH2:1][C:2]1[CH:9]=[CH:8][C:5]([C:6]#[N:7])=[CH:4][CH:3]=1.[H-].[Na+].[CH2:12]([N:19]1[C:23]2[N:24]=[C:25](F)[N:26]=[C:27]([O:28][C:29]3[C:34]([CH3:35])=[CH:33][C:32]([CH3:36])=[CH:31][C:30]=3[CH3:37])[C:22]=2[CH:21]=[CH:20]1)[C:13]1[CH:18]=[CH:17][CH:16]=[CH:15][CH:14]=1. (5) Given the product [CH3:1][N:2]1[C:10]2[CH:9]=[C:8]3[O:11][CH2:12][CH2:13][O:14][C:7]3=[CH:6][C:5]=2[C:4]([C:15]2[CH:20]=[CH:19][CH:18]=[CH:17][C:16]=2[N+:21]([O-:23])=[O:22])([C:37]([O:39][CH3:40])=[O:38])[C:3]1=[O:24], predict the reactants needed to synthesize it. The reactants are: [CH3:1][N:2]1[C:10]2[CH:9]=[C:8]3[O:11][CH2:12][CH2:13][O:14][C:7]3=[CH:6][C:5]=2[CH:4]([C:15]2[CH:20]=[CH:19][CH:18]=[CH:17][C:16]=2[N+:21]([O-:23])=[O:22])[C:3]1=[O:24].C[Si]([N-][Si](C)(C)C)(C)C.[Li+].C([C:37]([O:39][CH3:40])=[O:38])#N.Cl. (6) Given the product [F:1][C:2]([F:7])([F:6])[C:3]([OH:5])=[O:4].[NH2:8][C@H:9]([C:14]([NH:16][CH2:2][C:3]([NH:8][C@H:9]([C:14]([N:16]1[CH2:43][CH2:42][CH2:41][C@H:17]1[C:18]([NH:20][CH2:21][CH2:22][CH2:23][NH:24][C:25]1[C:38]2[C:37](=[O:39])[C:36]3[C:31](=[CH:32][CH:33]=[CH:34][CH:35]=3)[C:30](=[O:40])[C:29]=2[CH:28]=[CH:27][CH:26]=1)=[O:19])=[O:15])[CH2:10][CH:11]([CH3:12])[CH3:13])=[O:5])=[O:15])[CH2:10][CH:11]([CH3:13])[CH3:12], predict the reactants needed to synthesize it. The reactants are: [F:1][C:2]([F:7])([F:6])[C:3]([OH:5])=[O:4].[NH2:8][C@H:9]([C:14]([N:16]1[CH2:43][CH2:42][CH2:41][C@H:17]1[C:18]([NH:20][CH2:21][CH2:22][CH2:23][NH:24][C:25]1[C:38]2[C:37](=[O:39])[C:36]3[C:31](=[CH:32][CH:33]=[CH:34][CH:35]=3)[C:30](=[O:40])[C:29]=2[CH:28]=[CH:27][CH:26]=1)=[O:19])=[O:15])[CH2:10][CH:11]([CH3:13])[CH3:12]. (7) Given the product [CH2:1]([O:3][C:4](=[O:12])/[C:5](/[Br:13])=[CH:6]/[CH:7]1[CH2:11][CH2:10][CH2:9][CH2:8]1)[CH3:2], predict the reactants needed to synthesize it. The reactants are: [CH2:1]([O:3][C:4](=[O:12])/[CH:5]=[CH:6]/[CH:7]1[CH2:11][CH2:10][CH2:9][CH2:8]1)[CH3:2].[Br:13]Br.C(N(CC)CC)C. (8) Given the product [NH2:1][C:2]1[N:7]=[C:6]([N:8]2[C@H:13]([CH3:14])[CH2:12][CH2:11][C@H:10]([C:15]([NH:17][CH:18]3[CH2:23][CH2:22][CH2:21][CH:20]([CH3:24])[CH2:19]3)=[O:16])[CH2:9]2)[CH:5]=[C:4]([C:25]2[CH:26]=[C:27]3[C:28]([C:31]([NH2:32])=[N:46][NH:47]3)=[CH:29][CH:30]=2)[N:3]=1, predict the reactants needed to synthesize it. The reactants are: [NH2:1][C:2]1[N:7]=[C:6]([N:8]2[C@H:13]([CH3:14])[CH2:12][CH2:11][C@H:10]([C:15]([NH:17][CH:18]3[CH2:23][CH2:22][CH2:21][CH:20]([CH3:24])[CH2:19]3)=[O:16])[CH2:9]2)[CH:5]=[C:4]([C:25]2[CH:30]=[CH:29][C:28]([C:31]#[N:32])=[C:27](F)[CH:26]=2)[N:3]=1.CCO.CCN(C(C)C)C(C)C.[NH2:46][NH2:47]. (9) The reactants are: Cl[CH2:2][CH2:3][CH2:4][C:5]([C:7]1[CH:12]=[CH:11][CH:10]=[CH:9][CH:8]=1)=[O:6].[C:13]([NH:21][CH:22]1[CH2:27][CH2:26][NH:25][CH2:24][CH2:23]1)(=[O:20])[C:14]1[CH:19]=[CH:18][CH:17]=[CH:16][CH:15]=1.C([O-])([O-])=O.[K+].[K+].O. Given the product [C:5]([CH2:4][CH2:3][CH2:2][N:25]1[CH2:26][CH2:27][CH:22]([NH:21][C:13](=[O:20])[C:14]2[CH:19]=[CH:18][CH:17]=[CH:16][CH:15]=2)[CH2:23][CH2:24]1)(=[O:6])[C:7]1[CH:12]=[CH:11][CH:10]=[CH:9][CH:8]=1, predict the reactants needed to synthesize it. (10) Given the product [CH3:11][C:12]12[O:7][CH2:6][C:3]([CH2:8][OH:9])([CH2:4][O:5]1)[CH2:2][O:1]2, predict the reactants needed to synthesize it. The reactants are: [OH:1][CH2:2][C:3]([CH2:8][OH:9])([CH2:6][OH:7])[CH2:4][OH:5].O.[C:11]1(C)C=CC(S(O)(=O)=O)=C[CH:12]=1.C(OCC)(OCC)(OCC)C.